From a dataset of Forward reaction prediction with 1.9M reactions from USPTO patents (1976-2016). Predict the product of the given reaction. (1) Given the reactants [F:1][C:2]1[CH:7]=[CH:6][C:5]([S:8]([C:11]2[C:12]([CH:24]([CH3:26])[CH3:25])=[CH:13][C:14]([CH:21]([CH3:23])[CH3:22])=[C:15]([S:17](Cl)(=[O:19])=[O:18])[CH:16]=2)(=[O:10])=[O:9])=[CH:4][CH:3]=1.[CH:27]1([NH2:32])[CH2:31][CH2:30][CH2:29][CH2:28]1, predict the reaction product. The product is: [CH:27]1([NH:32][S:17]([C:15]2[CH:16]=[C:11]([S:8]([C:5]3[CH:6]=[CH:7][C:2]([F:1])=[CH:3][CH:4]=3)(=[O:10])=[O:9])[C:12]([CH:24]([CH3:26])[CH3:25])=[CH:13][C:14]=2[CH:21]([CH3:23])[CH3:22])(=[O:19])=[O:18])[CH2:31][CH2:30][CH2:29][CH2:28]1. (2) The product is: [Cl:8][C:5]1[CH:6]=[CH:7][C:2]([NH:1][S:29]([C:26]2[CH:27]=[CH:28][C:23]([C:22]3[O:18][CH:19]=[N:20][CH:21]=3)=[CH:24][CH:25]=2)(=[O:30])=[O:31])=[C:3]([C:9]([C:11]2[CH:16]=[CH:15][CH:14]=[C:13]([CH3:17])[N:12]=2)=[O:10])[CH:4]=1. Given the reactants [NH2:1][C:2]1[CH:7]=[CH:6][C:5]([Cl:8])=[CH:4][C:3]=1[C:9]([C:11]1[CH:16]=[CH:15][CH:14]=[C:13]([CH3:17])[N:12]=1)=[O:10].[O:18]1[C:22]([C:23]2[CH:28]=[CH:27][C:26]([S:29](Cl)(=[O:31])=[O:30])=[CH:25][CH:24]=2)=[CH:21][N:20]=[CH:19]1, predict the reaction product. (3) The product is: [CH:16]1([C@H:20]([NH:22][C:23]2[N:31]=[C:30]([C:32]([O:34][CH3:35])=[O:33])[N:29]=[C:28]3[C:24]=2[N:25]([CH2:48][C:49]2[CH:54]=[CH:53][C:52]([C:55]([F:57])([F:56])[F:58])=[CH:51][CH:50]=2)[C:26]([C:36]2[O:40][CH2:39][C@@H:38]([C:41]4[CH:42]=[CH:43][CH:44]=[CH:45][CH:46]=4)[N:37]=2)=[N:27]3)[CH3:21])[CH2:17][CH2:18][CH2:19]1. Given the reactants CC[N+](S(N=C(OC)[O-])(=O)=O)(CC)CC.[CH:16]1([C@H:20]([NH:22][C:23]2[N:31]=[C:30]([C:32]([O:34][CH3:35])=[O:33])[N:29]=[C:28]3[C:24]=2[N:25]([CH2:48][C:49]2[CH:54]=[CH:53][C:52]([C:55]([F:58])([F:57])[F:56])=[CH:51][CH:50]=2)[C:26]([C:36](=O)[NH:37][C@H:38]([C:41]2[CH:46]=[CH:45][CH:44]=[CH:43][CH:42]=2)[CH2:39][OH:40])=[N:27]3)[CH3:21])[CH2:19][CH2:18][CH2:17]1.CCOC(C)=O.O, predict the reaction product. (4) Given the reactants Br[C:2]1[CH:11]=[C:10]2[C:5]([N:6]=[CH:7][CH:8]=[N:9]2)=[C:4]([C:12]([NH:14][CH2:15][C:16]([O:18]CC)=[O:17])=[O:13])[C:3]=1[OH:21].[N:22]1[CH:27]=[CH:26][C:25](B(O)O)=[CH:24][CH:23]=1.C(=O)([O-])[O-].[K+].[K+], predict the reaction product. The product is: [OH:21][C:3]1[C:4]([C:12]([NH:14][CH2:15][C:16]([OH:18])=[O:17])=[O:13])=[C:5]2[C:10](=[CH:11][C:2]=1[C:25]1[CH:26]=[CH:27][N:22]=[CH:23][CH:24]=1)[N:9]=[CH:8][CH:7]=[N:6]2. (5) Given the reactants [C:1]([C:5]1[CH:10]=[CH:9][C:8]([S:11]([NH:14][C:15]2[CH:19]=[CH:18][S:17][C:16]=2[C:20]([O:22]C)=[O:21])(=[O:13])=[O:12])=[C:7]([CH2:24][CH2:25][C:26]2[CH:31]=[CH:30][CH:29]=[CH:28][CH:27]=2)[CH:6]=1)([CH3:4])([CH3:3])[CH3:2].[OH-].[Na+], predict the reaction product. The product is: [C:1]([C:5]1[CH:10]=[CH:9][C:8]([S:11]([NH:14][C:15]2[CH:19]=[CH:18][S:17][C:16]=2[C:20]([OH:22])=[O:21])(=[O:13])=[O:12])=[C:7]([CH2:24][CH2:25][C:26]2[CH:27]=[CH:28][CH:29]=[CH:30][CH:31]=2)[CH:6]=1)([CH3:4])([CH3:2])[CH3:3]. (6) Given the reactants [Cl:1][C:2]1[CH:7]=[CH:6][C:5]([Cl:8])=[CH:4][C:3]=1[CH:9]1[C:17]2[C:12](=[CH:13][CH:14]=[C:15]([C:18]3[CH:19]=[C:20]([CH:28]=[CH:29][CH:30]=3)[C:21]([NH:23][CH2:24][CH2:25][S:26][CH3:27])=[O:22])[CH:16]=2)[CH2:11][CH2:10]1.ClC1C=CC=C(C(OO)=[O:39])C=1, predict the reaction product. The product is: [Cl:1][C:2]1[CH:7]=[CH:6][C:5]([Cl:8])=[CH:4][C:3]=1[CH:9]1[C:17]2[C:12](=[CH:13][CH:14]=[C:15]([C:18]3[CH:19]=[C:20]([CH:28]=[CH:29][CH:30]=3)[C:21]([NH:23][CH2:24][CH2:25][S:26]([CH3:27])=[O:39])=[O:22])[CH:16]=2)[CH2:11][CH2:10]1. (7) Given the reactants [C:1]([CH2:3][C:4]1[C:13]2[C:8](=[CH:9][C:10]([O:16][CH3:17])=[C:11]([O:14][CH3:15])[CH:12]=2)[N:7]=[CH:6][C:5]=1[C:18]#[N:19])#[N:2].[NH:20]1[CH:24]=[CH:23][N:22]=[CH:21]1, predict the reaction product. The product is: [N:20]1([C:1]2[CH:3]=[C:4]3[C:5](=[C:18]([NH2:19])[N:2]=2)[CH:6]=[N:7][C:8]2[CH:9]=[C:10]([O:16][CH3:17])[C:11]([O:14][CH3:15])=[CH:12][C:13]3=2)[CH:24]=[CH:23][N:22]=[CH:21]1.